This data is from Catalyst prediction with 721,799 reactions and 888 catalyst types from USPTO. The task is: Predict which catalyst facilitates the given reaction. (1) Reactant: C[O:2][C:3]([C:5]1[S:6][C:7]([CH3:23])=[C:8]([C:10]2[CH:11]=[N:12][N:13]3[CH:18]=[C:17]([O:19][CH:20]([F:22])[F:21])[CH:16]=[N:15][C:14]=23)[CH:9]=1)=[O:4].[OH-].[K+].CO.Cl. Product: [F:22][CH:20]([F:21])[O:19][C:17]1[CH:16]=[N:15][C:14]2[N:13]([N:12]=[CH:11][C:10]=2[C:8]2[CH:9]=[C:5]([C:3]([OH:4])=[O:2])[S:6][C:7]=2[CH3:23])[CH:18]=1. The catalyst class is: 1. (2) Reactant: Br[C:2]1[CH:3]=[C:4]2[CH:10]=[CH:9][N:8]([Si:11]([CH:18]([CH3:20])[CH3:19])([CH:15]([CH3:17])[CH3:16])[CH:12]([CH3:14])[CH3:13])[C:5]2=[N:6][CH:7]=1.C([Li])CCC.C[O:27]B(OC)OC.O. Product: [CH:12]([Si:11]([CH:18]([CH3:20])[CH3:19])([CH:15]([CH3:17])[CH3:16])[N:8]1[C:5]2=[N:6][CH:7]=[C:2]([OH:27])[CH:3]=[C:4]2[CH:10]=[CH:9]1)([CH3:14])[CH3:13]. The catalyst class is: 7. (3) Reactant: [Br:1][C:2]1[CH:10]=[CH:9][CH:8]=[C:7]2[C:3]=1[C:4]([NH2:11])=[N:5][NH:6]2.CC1(C)OC(=O)[CH:16]([C:20]([CH:22]2[CH2:27][CH2:26][N:25]([C:28]([O:30][C:31]([CH3:34])([CH3:33])[CH3:32])=[O:29])[CH2:24][CH2:23]2)=O)[C:15](=O)[O:14]1.P([O-])([O-])([O-])=O.[K+].[K+].[K+]. Product: [Br:1][C:2]1[C:3]2[C:7]([CH:8]=[CH:9][CH:10]=1)=[N:6][N:5]1[C:20]([CH:22]3[CH2:27][CH2:26][N:25]([C:28]([O:30][C:31]([CH3:34])([CH3:33])[CH3:32])=[O:29])[CH2:24][CH2:23]3)=[CH:16][C:15](=[O:14])[NH:11][C:4]=21. The catalyst class is: 10. (4) The catalyst class is: 28. Reactant: [Cl:1][C:2]1[CH:3]=[C:4]([F:13])[C:5]([C:8]([F:12])([F:11])[CH2:9][OH:10])=[N:6][CH:7]=1.CCN(C(C)C)C(C)C.[O:23](S(C(F)(F)F)(=O)=O)[S:24]([C:27]([F:30])([F:29])[F:28])(=O)=[O:25]. Product: [F:28][C:27]([F:30])([F:29])[S:24]([O:10][CH2:9][C:8]([C:5]1[C:4]([F:13])=[CH:3][C:2]([Cl:1])=[CH:7][N:6]=1)([F:12])[F:11])(=[O:25])=[O:23]. (5) Reactant: Br[C:2]1[CH:7]=[CH:6][C:5]([C:8]2[O:12][N:11]=[C:10]([CH3:13])[C:9]=2[C@H:14]([OH:25])[CH2:15][O:16][C@@H:17]([C:19]2[CH:24]=[CH:23][CH:22]=[CH:21][CH:20]=2)[CH3:18])=[CH:4][CH:3]=1.[CH2:26]([O:28][C:29]([C:31]1([C:34]2[CH:39]=[CH:38][C:37](B3OC(C)(C)C(C)(C)O3)=[CH:36][CH:35]=2)[CH2:33][CH2:32]1)=[O:30])[CH3:27]. Product: [CH2:26]([O:28][C:29]([C:31]1([C:34]2[CH:39]=[CH:38][C:37]([C:2]3[CH:7]=[CH:6][C:5]([C:8]4[O:12][N:11]=[C:10]([CH3:13])[C:9]=4[C@H:14]([OH:25])[CH2:15][O:16][C@@H:17]([C:19]4[CH:24]=[CH:23][CH:22]=[CH:21][CH:20]=4)[CH3:18])=[CH:4][CH:3]=3)=[CH:36][CH:35]=2)[CH2:32][CH2:33]1)=[O:30])[CH3:27]. The catalyst class is: 235.